Dataset: Reaction yield outcomes from USPTO patents with 853,638 reactions. Task: Predict the reaction yield, written as a fraction of the theoretical maximum amount of product (1.0 means a 100% yield; for example, 0.34 means a 34% yield). (1) The reactants are C1C2C(COC(=O)[NH:17][C:18]3[CH:23]=[CH:22][C:21]([NH:24][C:25]([C:27]4[C:28]([O:33][CH2:34][C:35]5[CH:40]=[CH:39][CH:38]=[CH:37][CH:36]=5)=[N:29][CH:30]=[CH:31][CH:32]=4)=[O:26])=[C:20]([O:41][CH2:42][C:43]4[CH:48]=[CH:47][CH:46]=[CH:45][CH:44]=4)[CH:19]=3)C3C(=CC=CC=3)C=2C=CC=1.N1CCCCC1. The catalyst is C1COCC1.CN(C=O)C. The product is [NH2:17][C:18]1[CH:23]=[CH:22][C:21]([NH:24][C:25](=[O:26])[C:27]2[CH:32]=[CH:31][CH:30]=[N:29][C:28]=2[O:33][CH2:34][C:35]2[CH:40]=[CH:39][CH:38]=[CH:37][CH:36]=2)=[C:20]([O:41][CH2:42][C:43]2[CH:48]=[CH:47][CH:46]=[CH:45][CH:44]=2)[CH:19]=1. The yield is 0.810. (2) The reactants are [CH2:1]([O:3][P:4]([C:9]([C:11]([P:13]([O:18][CH2:19][CH3:20])([O:15][CH2:16][CH3:17])=[O:14])=[CH2:12])=[CH2:10])([O:6][CH2:7][CH3:8])=[O:5])[CH3:2].O.O.O.O.O.O.O.O.O.[S-2:30].[Na+].[Na+]. The catalyst is C(O)C. The product is [CH2:16]([O:15][P:13]([CH:11]1[CH:9]([P:4]([O:6][CH2:7][CH3:8])([O:3][CH2:1][CH3:2])=[O:5])[CH2:10][S:30][CH2:12]1)([O:18][CH2:19][CH3:20])=[O:14])[CH3:17]. The yield is 0.843.